Dataset: Full USPTO retrosynthesis dataset with 1.9M reactions from patents (1976-2016). Task: Predict the reactants needed to synthesize the given product. (1) Given the product [Cl:1][C:2]1[C:3]([N:8]2[CH2:9][CH2:10][N:11]([CH2:26][C:16]3[C:17]([CH3:28])=[N:18][N:19]([C:20]4[CH:21]=[CH:22][CH:23]=[CH:24][CH:25]=4)[CH:15]=3)[CH2:12][CH2:13]2)=[N:4][CH:5]=[CH:6][N:7]=1, predict the reactants needed to synthesize it. The reactants are: [Cl:1][C:2]1[C:3]([N:8]2[CH2:13][CH2:12][NH:11][CH2:10][CH2:9]2)=[N:4][CH:5]=[CH:6][N:7]=1.C[C:15]1[N:19]([C:20]2[CH:25]=[CH:24][CH:23]=[CH:22][CH:21]=2)[N:18]=[CH:17][C:16]=1[CH:26]=O.[C:28](O[BH-](OC(=O)C)OC(=O)C)(=O)C.[Na+]. (2) Given the product [C:13]1([NH:19][NH:20][C:2]2[N:7]([CH2:8][CH2:9][CH3:10])[C:6](=[O:11])[NH:5][C:4](=[O:12])[CH:3]=2)[CH:18]=[CH:17][CH:16]=[CH:15][CH:14]=1, predict the reactants needed to synthesize it. The reactants are: Cl[C:2]1[N:7]([CH2:8][CH2:9][CH3:10])[C:6](=[O:11])[NH:5][C:4](=[O:12])[CH:3]=1.[C:13]1([NH:19][NH2:20])[CH:18]=[CH:17][CH:16]=[CH:15][CH:14]=1. (3) Given the product [C:28]([O:32][C:33]([NH:35][C@H:36]1[CH2:40][CH2:39][N:38]([C:20](=[O:22])[CH2:19][N:5]([CH2:4][C:1]([OH:3])=[O:2])[C:6]2[CH:7]=[CH:8][C:9]([O:12][C:13]3[CH:14]=[CH:15][CH:16]=[CH:17][CH:18]=3)=[CH:10][CH:11]=2)[CH2:37]1)=[O:34])([CH3:31])([CH3:29])[CH3:30], predict the reactants needed to synthesize it. The reactants are: [C:1]([CH2:4][N:5]([CH2:19][C:20]([OH:22])=O)[C:6]1[CH:11]=[CH:10][C:9]([O:12][C:13]2[CH:18]=[CH:17][CH:16]=[CH:15][CH:14]=2)=[CH:8][CH:7]=1)([OH:3])=[O:2].C(=O)(O)[O-].[Na+].[C:28]([O:32][C:33]([NH:35][CH:36]1[CH2:40][CH2:39][NH:38][CH2:37]1)=[O:34])([CH3:31])([CH3:30])[CH3:29]. (4) Given the product [CH:8]1([CH2:11][N:12]2[C:24]3[C:23]([C:25]([NH2:27])=[O:26])=[CH:22][C:21]([C:28]4[C:29]([CH3:34])=[N:30][O:31][C:32]=4[CH3:33])=[CH:20][C:19]=3[C:18]3[C:13]2=[CH:14][C:15]([OH:1])=[CH:16][CH:17]=3)[CH2:9][CH2:10]1, predict the reactants needed to synthesize it. The reactants are: [OH:1]O.S(=O)(=O)(O)O.[CH:8]1([CH2:11][N:12]2[C:24]3[C:23]([C:25]([NH2:27])=[O:26])=[CH:22][C:21]([C:28]4[C:29]([CH3:34])=[N:30][O:31][C:32]=4[CH3:33])=[CH:20][C:19]=3[C:18]3[C:13]2=[CH:14][C:15](C=O)=[CH:16][CH:17]=3)[CH2:10][CH2:9]1.[OH-].[Na+].Cl. (5) Given the product [NH2:41][CH2:40][CH2:39][CH2:38][CH2:37][CH:36]([NH:35][C:16]([C:14]1[CH:13]=[CH:12][C:11]2[N:7]([CH:1]3[CH2:6][CH2:5][CH2:4][CH2:3][CH2:2]3)[C:8]([C:19]3[CH:20]=[C:21]4[C:26](=[CH:27][CH:28]=3)[N:25]=[C:24]([C:29]3[CH:34]=[CH:33][CH:32]=[CH:31][CH:30]=3)[CH:23]=[CH:22]4)=[N:9][C:10]=2[CH:15]=1)=[O:17])[C:49]([OH:51])=[O:50], predict the reactants needed to synthesize it. The reactants are: [CH:1]1([N:7]2[C:11]3[CH:12]=[CH:13][C:14]([C:16](O)=[O:17])=[CH:15][C:10]=3[N:9]=[C:8]2[C:19]2[CH:20]=[C:21]3[C:26](=[CH:27][CH:28]=2)[N:25]=[C:24]([C:29]2[CH:34]=[CH:33][CH:32]=[CH:31][CH:30]=2)[CH:23]=[CH:22]3)[CH2:6][CH2:5][CH2:4][CH2:3][CH2:2]1.[NH2:35][C@H:36]([C:49]([O:51]C(C)(C)C)=[O:50])[CH2:37][CH2:38][CH2:39][CH2:40][NH:41]C(OC(C)(C)C)=O.C(O)(C(F)(F)F)=O.C1(OC)C=CC=CC=1. (6) Given the product [F:1][C:2]1[CH:3]=[CH:4][C:5]([C:8]2[C:12]([I:13])=[C:11]3[N:10]([CH2:19][O:16][CH2:15][CH2:14]3)[N:9]=2)=[CH:6][CH:7]=1, predict the reactants needed to synthesize it. The reactants are: [F:1][C:2]1[CH:7]=[CH:6][C:5]([C:8]2[C:12]([I:13])=[C:11]([CH2:14][CH2:15][OH:16])[NH:10][N:9]=2)=[CH:4][CH:3]=1.C=O.[C:19]1(C)C=CC(S(O)(=O)=O)=CC=1. (7) The reactants are: [Cl:1][C:2]1[CH:3]=[C:4]2[C:8](=[CH:9][CH:10]=1)[NH:7][C:6](=[O:11])[CH2:5]2.[CH3:12][N:13]([CH3:28])[CH2:14][CH2:15][NH:16][C:17]([C:19]1[C:23]([CH3:24])=[C:22]([CH:25]=O)[NH:21][C:20]=1[CH3:27])=[O:18]. Given the product [CH3:12][N:13]([CH3:28])[CH2:14][CH2:15][NH:16][C:17]([C:19]1[C:23]([CH3:24])=[C:22]([CH:25]=[C:5]2[C:4]3[C:8](=[CH:9][CH:10]=[C:2]([Cl:1])[CH:3]=3)[NH:7][C:6]2=[O:11])[NH:21][C:20]=1[CH3:27])=[O:18], predict the reactants needed to synthesize it. (8) Given the product [I:21][C:19]1[CH:20]=[C:15]([NH:14][C:12]([NH2:11])=[S:13])[CH:16]=[C:17]([I:22])[CH:18]=1, predict the reactants needed to synthesize it. The reactants are: [OH-].[Na+].C([NH:11][C:12]([NH:14][C:15]1[CH:20]=[C:19]([I:21])[CH:18]=[C:17]([I:22])[CH:16]=1)=[S:13])(=O)C1C=CC=CC=1. (9) Given the product [CH3:22][N:13]([S:14]([C:17]1[S:18][CH:19]=[CH:20][CH:21]=1)(=[O:15])=[O:16])[C:11]1[CH:10]=[CH:9][CH:8]=[C:7]2[C:12]=1[NH:4][C:5]([C:23]([O:25][CH2:26][CH3:27])=[O:24])=[CH:6]2, predict the reactants needed to synthesize it. The reactants are: COC[N:4]1[C:12]2[C:7](=[CH:8][CH:9]=[CH:10][C:11]=2[N:13]([CH3:22])[S:14]([C:17]2[S:18][CH:19]=[CH:20][CH:21]=2)(=[O:16])=[O:15])[CH:6]=[C:5]1[C:23]([O:25][CH2:26][CH3:27])=[O:24].Cl.C(O)C. (10) The reactants are: [NH:1]1[C:5]2=[N:6][CH:7]=[CH:8][CH:9]=[C:4]2[CH:3]=[CH:2]1. Given the product [NH:1]1[C:5]2=[N:6][CH:7]=[CH:8][CH:9]=[C:4]2[CH2:3][CH2:2]1, predict the reactants needed to synthesize it.